Dataset: Clinical trial toxicity outcomes and FDA approval status for drugs. Task: Regression/Classification. Given a drug SMILES string, predict its toxicity properties. Task type varies by dataset: regression for continuous values (e.g., LD50, hERG inhibition percentage) or binary classification for toxic/non-toxic outcomes (e.g., AMES mutagenicity, cardiotoxicity, hepatotoxicity). Dataset: clintox. (1) The drug is Oc1cc(Cl)ccc1Oc1ccc(Cl)cc1Cl. The result is 0 (passed clinical trial). (2) The compound is Cc1ccc(C(=O)c2ccc(CC(=O)[O-])n2C)cc1. The result is 0 (passed clinical trial). (3) The compound is CC(=O)N(c1onc(C)c1C)S(=O)(=O)c1ccc(N)cc1. The result is 0 (passed clinical trial). (4) The compound is CCC[C@@H]1C[C@@H](C(=O)NC(C(C)Cl)[C@H]2O[C@H](SC)[C@H](O)[C@@H](O)[C@H]2O)[NH+](C)C1. The result is 0 (passed clinical trial). (5) The drug is O=C1CCC(N2C(=O)c3ccccc3C2=O)C(=O)N1. The result is 0 (passed clinical trial). (6) The molecule is CC1(C)O[C@@H]2C[C@H]3[C@@H]4CCC5=CC(=O)C=C[C@]5(C)[C@H]4[C@@H](O)C[C@]3(C)[C@]2(C(=O)CO)O1. The result is 0 (passed clinical trial). (7) The drug is O=C1O[Pt]OC(=O)C12CCC2. The result is 0 (passed clinical trial). (8) The result is 0 (passed clinical trial). The compound is Cc1cccc(Nc2ccncc2S(=O)(=O)[N-]C(=O)NC(C)C)c1. (9) The compound is CCCCOCCOCCOCc1cc2c(cc1CCC)OCO2. The result is 0 (passed clinical trial). (10) The drug is CC(C)(C)CC(C)(C)c1ccc(O)cc1. The result is 0 (passed clinical trial).